Task: Regression. Given a peptide amino acid sequence and an MHC pseudo amino acid sequence, predict their binding affinity value. This is MHC class I binding data.. Dataset: Peptide-MHC class I binding affinity with 185,985 pairs from IEDB/IMGT (1) The binding affinity (normalized) is 0.0847. The MHC is HLA-B57:01 with pseudo-sequence HLA-B57:01. The peptide sequence is ISCQIYNAL. (2) The peptide sequence is FMYEDALKS. The MHC is HLA-A02:03 with pseudo-sequence HLA-A02:03. The binding affinity (normalized) is 0.664. (3) The peptide sequence is FLDLPLPWAA. The MHC is HLA-A02:06 with pseudo-sequence HLA-A02:06. The binding affinity (normalized) is 0.623. (4) The peptide sequence is ITFMQALQLL. The MHC is HLA-A02:06 with pseudo-sequence HLA-A02:06. The binding affinity (normalized) is 0.167. (5) The MHC is HLA-B35:01 with pseudo-sequence HLA-B35:01. The peptide sequence is MSYAMCTNTF. The binding affinity (normalized) is 0.586.